Dataset: Full USPTO retrosynthesis dataset with 1.9M reactions from patents (1976-2016). Task: Predict the reactants needed to synthesize the given product. (1) The reactants are: P(Cl)(Cl)(Cl)=O.[C:6]([C:9]1[CH:14]=[CH:13][CH:12]=[CH:11][CH:10]=1)(=O)[CH3:7].[ClH:15].NO.C[N:19]([CH:21]=O)C. Given the product [Cl:15][C:6]([C:9]1[CH:14]=[CH:13][CH:12]=[CH:11][CH:10]=1)=[CH:7][C:21]#[N:19], predict the reactants needed to synthesize it. (2) Given the product [C:40]([O:1][C:2]1[C:15]2[C:6](=[N:7][C:8]3[C:13]([C:14]=2[C:16]([N:18]2[CH2:19][CH2:20][N:21]([C:24]4[CH:29]=[CH:28][CH:27]=[C:26]([O:30][CH3:31])[CH:25]=4)[CH2:22][CH2:23]2)=[O:17])=[CH:12][CH:11]=[CH:10][CH:9]=3)[CH:5]=[C:4]([O:32][C:38](=[O:50])[CH3:39])[CH:3]=1)(=[O:42])[CH3:41], predict the reactants needed to synthesize it. The reactants are: [OH:1][C:2]1[C:15]2[C:6](=[N:7][C:8]3[C:13]([C:14]=2[C:16]([N:18]2[CH2:23][CH2:22][N:21]([C:24]4[CH:29]=[CH:28][CH:27]=[C:26]([O:30][CH3:31])[CH:25]=4)[CH2:20][CH2:19]2)=[O:17])=[CH:12][CH:11]=[CH:10][CH:9]=3)[CH:5]=[C:4]([OH:32])[CH:3]=1.C(N([CH2:38][CH3:39])CC)C.[C:40](OC(=O)C)(=[O:42])[CH3:41].CN(C)C=[O:50]. (3) Given the product [CH:64]1[C:63]2[CH:59]([CH2:58][O:62][C:24](=[O:25])[NH:23][CH2:22][CH2:21][CH2:20][CH2:19][C@H:18]3[C:17](=[O:56])[NH:16][C@@H:4]([CH2:5][C:6]4[CH:15]=[CH:14][C:13]5[C:8](=[CH:9][CH:10]=[CH:11][CH:12]=5)[CH:7]=4)[C:3](=[O:2])[N:41]3[CH2:42][C:43]3[CH:44]=[CH:45][C:46]([O:49][C:50]4[CH:51]=[CH:52][CH:53]=[CH:54][CH:55]=4)=[CH:47][CH:48]=3)[C:60]3[C:7](=[CH:8][CH:9]=[CH:10][CH:61]=3)[C:6]=2[CH:5]=[CH:4][CH:3]=1, predict the reactants needed to synthesize it. The reactants are: C[O:2][C:3](=O)[C@@H:4]([NH:16][C:17](=[O:56])[C@@H:18]([NH:41][CH2:42][C:43]1[CH:48]=[CH:47][C:46]([O:49][C:50]2[CH:55]=[CH:54][CH:53]=[CH:52][CH:51]=2)=[CH:45][CH:44]=1)[CH2:19][CH2:20][CH2:21][CH2:22][NH:23][C:24](OCC1C2C=CC=CC=2C2C1=CC=CC=2)=[O:25])[CH2:5][C:6]1[CH:15]=[CH:14][C:13]2[C:8](=[CH:9][CH:10]=[CH:11][CH:12]=2)[CH:7]=1.[CH2:58]([OH:62])[CH2:59][CH2:60][CH3:61].[C:63](O)(=O)[CH3:64]. (4) The reactants are: C[O:2][C:3]([C:5]1[N:6]=[CH:7][N:8]([CH2:10][O:11][CH2:12][CH2:13][Si:14]([CH3:17])([CH3:16])[CH3:15])[CH:9]=1)=[O:4].[OH-].[Na+:19]. Given the product [Na+:19].[CH3:15][Si:14]([CH3:17])([CH3:16])[CH2:13][CH2:12][O:11][CH2:10][N:8]1[CH:9]=[C:5]([C:3]([O-:4])=[O:2])[N:6]=[CH:7]1, predict the reactants needed to synthesize it.